This data is from Reaction yield outcomes from USPTO patents with 853,638 reactions. The task is: Predict the reaction yield, written as a fraction of the theoretical maximum amount of product (1.0 means a 100% yield; for example, 0.34 means a 34% yield). (1) The reactants are [C:1]([O:5][C:6]([N:8]1[CH2:13][CH2:12][CH:11]([N:14]2[C:18]3=[N:19][CH:20]=[N:21][C:22](Cl)=[C:17]3[CH:16]=[N:15]2)[CH2:10][CH2:9]1)=[O:7])([CH3:4])([CH3:3])[CH3:2].[OH:24][C:25]1[CH:33]=[CH:32][CH:31]=[C:30]2[C:26]=1[CH:27]=[CH:28][NH:29]2.C(=O)([O-])[O-].[K+].[K+]. No catalyst specified. The product is [C:1]([O:5][C:6]([N:8]1[CH2:13][CH2:12][CH:11]([N:14]2[C:18]3=[N:19][CH:20]=[N:21][C:22]([O:24][C:25]4[CH:33]=[CH:32][CH:31]=[C:30]5[C:26]=4[CH:27]=[CH:28][NH:29]5)=[C:17]3[CH:16]=[N:15]2)[CH2:10][CH2:9]1)=[O:7])([CH3:4])([CH3:3])[CH3:2]. The yield is 0.320. (2) The reactants are [N:1]1[C:10]2[CH2:9][CH2:8][CH2:7][CH2:6][C:5]=2[N:4]=[CH:3][CH:2]=1.[Br:11]NC(=O)CCC(N)=O.C(=O)(O)[O-].[Na+]. The catalyst is C(Cl)(Cl)(Cl)Cl.C(OOC(=O)C1C=CC=CC=1)(=O)C1C=CC=CC=1. The product is [Br:11][CH:9]1[CH2:8][CH2:7][CH2:6][C:5]2[N:4]=[CH:3][CH:2]=[N:1][C:10]1=2. The yield is 0.540. (3) The reactants are [F:1][C:2]1[C:3]([O:32]C)=[C:4]2[C:9](=[CH:10][C:11]=1[CH3:12])[CH:8]([NH:13][C:14]1[CH:23]=[CH:22][CH:21]=[C:20]3[C:15]=1[CH:16]=[CH:17][NH:18][C:19]3=[O:24])[C:7]([OH:29])([C:25]([F:28])([F:27])[F:26])[CH2:6][C:5]2([CH3:31])[CH3:30].B(Br)(Br)Br.C(=O)(O)[O-].[Na+]. The catalyst is ClCCl. The product is [F:1][C:2]1[C:3]([OH:32])=[C:4]2[C:9](=[CH:10][C:11]=1[CH3:12])[CH:8]([NH:13][C:14]1[CH:23]=[CH:22][CH:21]=[C:20]3[C:15]=1[CH:16]=[CH:17][NH:18][C:19]3=[O:24])[C:7]([OH:29])([C:25]([F:28])([F:26])[F:27])[CH2:6][C:5]2([CH3:30])[CH3:31]. The yield is 0.803. (4) The reactants are [F:1][C:2]1[CH:3]=[C:4]([CH:9](O)[C:10]2[CH:11]=[CH:12][C:13]([F:18])=[C:14]([CH:17]=2)[C:15]#[N:16])[CH:5]=[C:6]([F:8])[CH:7]=1.[I-].[Na+].Cl[Si](C)(C)C. The catalyst is C(#N)C.C(OCC)(=O)C. The product is [F:1][C:2]1[CH:3]=[C:4]([CH:5]=[C:6]([F:8])[CH:7]=1)[CH2:9][C:10]1[CH:11]=[CH:12][C:13]([F:18])=[C:14]([CH:17]=1)[C:15]#[N:16]. The yield is 0.880. (5) The reactants are [O:1]=[C:2]([C:8]1[CH:9]=[C:10]2[CH:16]=[CH:15][O:14][C:11]2=[CH:12][N:13]=1)[CH2:3]C(OC)=O.O=C(C1C=C2C=COC2=CN=1)CC(OCC)=O.O=C(C1C=C2C=COC2=CN=1)CC(OC(C)(C)C)=O.Cl.[OH-].[Na+]. The catalyst is C1(C)C=CC=CC=1. The product is [C:2]([C:8]1[CH:9]=[C:10]2[CH:16]=[CH:15][O:14][C:11]2=[CH:12][N:13]=1)(=[O:1])[CH3:3]. The yield is 0.780. (6) The reactants are [NH2:1][C:2]1[CH:7]=[CH:6][CH:5]=[CH:4][C:3]=1[C:8]1[CH:13]=[CH:12][C:11]([O:14][C:15]([F:18])([F:17])[F:16])=[CH:10][CH:9]=1.Br[C:20]1[CH:25]=[CH:24][C:23]([C:26]([CH3:29])([CH3:28])[CH3:27])=[CH:22][CH:21]=1.CC(C)([O-])C.[K+].[Cl-].[NH4+]. The catalyst is C1C=CC(/C=C/C(/C=C/C2C=CC=CC=2)=O)=CC=1.C1C=CC(/C=C/C(/C=C/C2C=CC=CC=2)=O)=CC=1.[Pd].C1(P(C2C=CC=CC=2)C2C=CC3C(=CC=CC=3)C=2C2C3C(=CC=CC=3)C=CC=2P(C2C=CC=CC=2)C2C=CC=CC=2)C=CC=CC=1.C1(C)C=CC=CC=1. The product is [C:26]([C:23]1[CH:24]=[CH:25][C:20]([NH:1][C:2]2[CH:7]=[CH:6][CH:5]=[CH:4][C:3]=2[C:8]2[CH:13]=[CH:12][C:11]([O:14][C:15]([F:16])([F:17])[F:18])=[CH:10][CH:9]=2)=[CH:21][CH:22]=1)([CH3:29])([CH3:28])[CH3:27]. The yield is 0.890. (7) The reactants are [CH3:1][NH:2][CH2:3][CH2:4][C@H:5]([O:11][C:12]1[C:21]2[C:16](=[CH:17][CH:18]=[CH:19][CH:20]=2)[CH:15]=[CH:14][CH:13]=1)[C:6]1[S:10][CH:9]=[CH:8][CH:7]=1.[ClH:22]. The catalyst is O. The product is [CH3:1][NH:2][CH2:3][CH2:4][C@H:5]([O:11][C:12]1[C:21]2[C:16](=[CH:17][CH:18]=[CH:19][CH:20]=2)[CH:15]=[CH:14][CH:13]=1)[C:6]1[S:10][CH:9]=[CH:8][CH:7]=1.[ClH:22]. The yield is 0.579. (8) The reactants are [Br:1][C:2]1[NH:10][C:9]2[C:4](=[N:5][CH:6]=[N:7][C:8]=2[NH2:11])[N:3]=1.[C:12]([N:15]1[CH2:20][CH2:19][CH:18]([CH2:21][CH2:22]OS(C2C=CC(C)=CC=2)(=O)=O)[CH2:17][CH2:16]1)(=[O:14])[CH3:13]. The catalyst is C1COCC1. The product is [C:12]([N:15]1[CH2:20][CH2:19][CH:18]([CH2:21][CH2:22][N:3]2[C:2]([Br:1])=[N:10][C:9]3[C:4]2=[N:5][CH:6]=[N:7][C:8]=3[NH2:11])[CH2:17][CH2:16]1)(=[O:14])[CH3:13].[C:12]([N:15]1[CH2:20][CH2:19][CH:18]([CH2:21][CH2:22][N:5]2[C:4]3[C:9]([N:10]=[C:2]([Br:1])[N:3]=3)=[C:8]([NH2:11])[N:7]=[CH:6]2)[CH2:17][CH2:16]1)(=[O:14])[CH3:13]. The yield is 0.420.